This data is from Forward reaction prediction with 1.9M reactions from USPTO patents (1976-2016). The task is: Predict the product of the given reaction. (1) Given the reactants C(OC([N:8]1[CH2:13][CH2:12][CH:11]([CH2:14][N:15]([C:20]2[CH:25]=[CH:24][CH:23]=[C:22]([Cl:26])[CH:21]=2)[C:16](=[O:19])[CH2:17][CH3:18])[CH2:10][CH2:9]1)=O)(C)(C)C.FC(F)(F)C(O)=O, predict the reaction product. The product is: [Cl:26][C:22]1[CH:21]=[C:20]([N:15]([CH2:14][CH:11]2[CH2:10][CH2:9][NH:8][CH2:13][CH2:12]2)[C:16](=[O:19])[CH2:17][CH3:18])[CH:25]=[CH:24][CH:23]=1. (2) Given the reactants [CH3:1][O:2][C:3]1[CH:17]=[CH:16][C:6]([CH2:7][O:8][C:9]2[C:14](=[O:15])[CH:13]=[CH:12][NH:11][CH:10]=2)=[CH:5][CH:4]=1.F[C:19]1[CH:24]=[C:23]([I:25])[CH:22]=[CH:21][N:20]=1, predict the reaction product. The product is: [I:25][C:23]1[CH:22]=[CH:21][N:20]=[C:19]([N:11]2[CH:12]=[CH:13][C:14](=[O:15])[C:9]([O:8][CH2:7][C:6]3[CH:5]=[CH:4][C:3]([O:2][CH3:1])=[CH:17][CH:16]=3)=[CH:10]2)[CH:24]=1. (3) The product is: [C:1](=[O:13])([S:11][CH3:12])[O:2][CH2:3][O:5][C:6](=[O:10])[C:7]([CH3:15])([CH3:9])[CH3:8]. Given the reactants [C:1](=[O:13])([S:11][CH3:12])[O:2][CH:3]([O:5][C:6](=[O:10])[CH:7]([CH3:9])[CH3:8])C.Cl[C:15](OCCl)=O.C(O)(=O)C(C)(C)C, predict the reaction product. (4) Given the reactants Br[C:2]1[CH:3]=[C:4]([CH:11]=[CH:12][CH:13]=1)[CH2:5][C:6]1[O:7][CH:8]=[CH:9][CH:10]=1.[F:14][CH:15]([F:25])[O:16][C:17]1[CH:22]=[CH:21][C:20]([C:23]#[CH:24])=[CH:19][CH:18]=1, predict the reaction product. The product is: [F:14][CH:15]([F:25])[O:16][C:17]1[CH:22]=[CH:21][C:20]([C:23]#[C:24][C:2]2[CH:3]=[C:4]([CH:11]=[CH:12][CH:13]=2)[CH2:5][C:6]2[O:7][CH:8]=[CH:9][CH:10]=2)=[CH:19][CH:18]=1.